This data is from Reaction yield outcomes from USPTO patents with 853,638 reactions. The task is: Predict the reaction yield, written as a fraction of the theoretical maximum amount of product (1.0 means a 100% yield; for example, 0.34 means a 34% yield). (1) The reactants are [Br:1][CH2:2][C:3](=O)[C@@H:4]([NH:15]C(=O)OC(C)(C)C)[CH2:5][C:6]1[CH:11]=[CH:10][C:9]([N+:12]([O-:14])=[O:13])=[CH:8][CH:7]=1.[C:24]([NH2:32])(=[S:31])[C:25]1[CH:30]=[CH:29][CH:28]=[CH:27][CH:26]=1.C(OCC)C. The catalyst is CC#N. The product is [BrH:1].[N+:12]([C:9]1[CH:8]=[CH:7][C:6]([CH2:5][C@@H:4]([C:3]2[N:32]=[C:24]([C:25]3[CH:30]=[CH:29][CH:28]=[CH:27][CH:26]=3)[S:31][CH:2]=2)[NH2:15])=[CH:11][CH:10]=1)([O-:14])=[O:13]. The yield is 0.670. (2) The reactants are [N+:1]([O-:9])([O:3][CH2:4][CH2:5][CH2:6][CH2:7][OH:8])=[O:2].[CH3:10][O:11][C:12]1[N:22]=[CH:21][C:20]2[S:19][CH2:18][CH2:17][N:16]([CH2:23][C:24]3[CH:32]=[CH:31][C:27]([C:28](O)=[O:29])=[CH:26][CH:25]=3)[CH2:15][C:14]=2[CH:13]=1. The catalyst is C(Cl)Cl. The product is [CH3:10][O:11][C:12]1[N:22]=[CH:21][C:20]2[S:19][CH2:18][CH2:17][N:16]([CH2:23][C:24]3[CH:32]=[CH:31][C:27]([C:28]([O:8][CH2:7][CH2:6][CH2:5][CH2:4][O:3][N+:1]([O-:9])=[O:2])=[O:29])=[CH:26][CH:25]=3)[CH2:15][C:14]=2[CH:13]=1. The yield is 0.500.